Dataset: Reaction yield outcomes from USPTO patents with 853,638 reactions. Task: Predict the reaction yield, written as a fraction of the theoretical maximum amount of product (1.0 means a 100% yield; for example, 0.34 means a 34% yield). (1) The reactants are [CH3:1][O:2][C:3]1([CH2:13][C:14]2[CH:19]=[CH:18][CH:17]=[CH:16][C:15]=2[CH3:20])[CH2:12][CH2:11][C:6]2(OCC[O:7]2)[CH2:5][CH2:4]1.O.O.C1(C)C=CC(S(O)(=O)=O)=CC=1. The catalyst is CC(C)=O. The product is [CH3:1][O:2][C:3]1([CH2:13][C:14]2[CH:19]=[CH:18][CH:17]=[CH:16][C:15]=2[CH3:20])[CH2:12][CH2:11][C:6](=[O:7])[CH2:5][CH2:4]1. The yield is 1.00. (2) The reactants are Cl[C:2]1[N:7]=[C:6]([C:8]2[O:9][CH:10]=[CH:11][CH:12]=2)[N:5]=[C:4]([NH2:13])[CH:3]=1.[NH2:14][NH2:15].[CH3:16][C:17](=O)[CH2:18][C:19](=O)[CH3:20]. The catalyst is CCO. The product is [CH3:16][C:17]1[CH:18]=[C:19]([CH3:20])[N:15]([C:2]2[N:7]=[C:6]([C:8]3[O:9][CH:10]=[CH:11][CH:12]=3)[N:5]=[C:4]([NH2:13])[CH:3]=2)[N:14]=1. The yield is 0.720. (3) The reactants are [Cl:1][C:2]1[CH:10]=[CH:9][C:5]([C:6]([NH2:8])=O)=[C:4]([O:11][CH:12]([CH3:14])[CH3:13])[N:3]=1.N1C=CC=CC=1.P(Cl)(Cl)(Cl)=O. The catalyst is C(#N)C. The product is [Cl:1][C:2]1[CH:10]=[CH:9][C:5]([C:6]#[N:8])=[C:4]([O:11][CH:12]([CH3:14])[CH3:13])[N:3]=1. The yield is 0.810.